This data is from Blood-brain barrier penetration binary classification data from Martins et al.. The task is: Regression/Classification. Given a drug SMILES string, predict its absorption, distribution, metabolism, or excretion properties. Task type varies by dataset: regression for continuous measurements (e.g., permeability, clearance, half-life) or binary classification for categorical outcomes (e.g., BBB penetration, CYP inhibition). Dataset: bbb_martins. (1) The molecule is C#CCN(C)Cc1ccccc1. The result is 1 (penetrates BBB). (2) The drug is CC(=O)C1(O)CCC2C3CCC4=CC(=O)C=CC4(C)C3C(O)CC21C. The result is 1 (penetrates BBB).